This data is from Full USPTO retrosynthesis dataset with 1.9M reactions from patents (1976-2016). The task is: Predict the reactants needed to synthesize the given product. Given the product [F:20][C:21]1[CH:26]=[C:25]([F:27])[CH:24]=[CH:23][C:22]=1[NH:28][N:29]1[C:9]([C:3]2[CH:4]=[CH:5][C:6]([Cl:8])=[CH:7][C:2]=2[Cl:1])=[CH:10][NH:17][C:16]1=[S:15], predict the reactants needed to synthesize it. The reactants are: [Cl:1][C:2]1[CH:7]=[C:6]([Cl:8])[CH:5]=[CH:4][C:3]=1[C:9](=O)[CH2:10]SC#N.[S-:15][C:16]#[N:17].[K+].Cl.[F:20][C:21]1[CH:26]=[C:25]([F:27])[CH:24]=[CH:23][C:22]=1[NH:28][NH2:29].O.